Dataset: NCI-60 drug combinations with 297,098 pairs across 59 cell lines. Task: Regression. Given two drug SMILES strings and cell line genomic features, predict the synergy score measuring deviation from expected non-interaction effect. (1) Drug 1: C1CCC(CC1)NC(=O)N(CCCl)N=O. Drug 2: C1C(C(OC1N2C=C(C(=O)NC2=O)F)CO)O. Cell line: RPMI-8226. Synergy scores: CSS=70.9, Synergy_ZIP=1.82, Synergy_Bliss=2.29, Synergy_Loewe=9.80, Synergy_HSA=10.1. (2) Drug 1: CC(CN1CC(=O)NC(=O)C1)N2CC(=O)NC(=O)C2. Synergy scores: CSS=10.4, Synergy_ZIP=-1.29, Synergy_Bliss=6.28, Synergy_Loewe=4.98, Synergy_HSA=4.71. Drug 2: CC(C)NC(=O)C1=CC=C(C=C1)CNNC.Cl. Cell line: SK-OV-3. (3) Drug 1: CC1C(C(CC(O1)OC2CC(CC3=C2C(=C4C(=C3O)C(=O)C5=C(C4=O)C(=CC=C5)OC)O)(C(=O)CO)O)N)O.Cl. Drug 2: CC(C)NC(=O)C1=CC=C(C=C1)CNNC.Cl. Cell line: NCI-H322M. Synergy scores: CSS=-1.03, Synergy_ZIP=0.414, Synergy_Bliss=0.896, Synergy_Loewe=-0.603, Synergy_HSA=-1.46. (4) Cell line: HCT-15. Drug 1: CC1=C(C(CCC1)(C)C)C=CC(=CC=CC(=CC(=O)O)C)C. Synergy scores: CSS=21.3, Synergy_ZIP=3.77, Synergy_Bliss=5.69, Synergy_Loewe=-16.6, Synergy_HSA=2.06. Drug 2: CC1=C(C(=O)C2=C(C1=O)N3CC4C(C3(C2COC(=O)N)OC)N4)N.